Dataset: Drug-target binding data from BindingDB using IC50 measurements. Task: Regression. Given a target protein amino acid sequence and a drug SMILES string, predict the binding affinity score between them. We predict pIC50 (pIC50 = -log10(IC50 in M); higher means more potent). Dataset: bindingdb_ic50. (1) The compound is O=C(CCc1ccccc1)N(Cc1nc2c(c(=O)[nH]1)COCC2)Cc1cccs1. The target protein (O88554) has sequence MAPRRQRSGSGRRVLNEAKKVDNGNKATEDDSPPGKKMRTCQRKGPMAGGKDADRTKDNRDSVKTLLLKGKAPVDPECAAKLGKAHVYCEGDDVYDVMLNQTNLQFNNNKYYLIQLLEDDAQRNFSVWMRWGRVGKTGQHSLVTCSGDLNKAKEIFQKKFLDKTKNNWEDRENFEKVPGKYDMLQMDYAASTQDESKTKEEETLKPESQLDLRVQELLKLICNVQTMEEMMIEMKYDTKRAPLGKLTVAQIKAGYQSLKKIEDCIRAGQHGRALVEACNEFYTRIPHDFGLSIPPVIRTEKELSDKVKLLEALGDIEIALKLVKSERQGLEHPLDQHYRNLHCALRPLDHESNEFKVISQYLQSTHAPTHKDYTMTLLDVFEVEKEGEKEAFREDLPNRMLLWHGSRLSNWVGILSHGLRVAPPEAPITGYMFGKGIYFADMSSKSANYCFASRLKNTGLLLLSEVALGQCNELLEANPKAQGLLRGKHSTKGMGKMAPS.... The pIC50 is 4.7. (2) The target protein (P25779) has sequence MSGWARALLLAAVLVVMACLVPAATASLHAEETLTSQFAEFKQKHGRVYESAAEEAFRLSVFRENLFLARLHAAANPHATFGVTPFSDLTREEFRSRYHNGAAHFAAAQERARVPVKVEVVGAPAAVDWRARGAVTAVKDQGQCGSCWAFSAIGNVECQWFLAGHPLTNLSEQMLVSCDKTDSGCSGGLMNNAFEWIVQENNGAVYTEDSYPYASGEGISPPCTTSGHTVGATITGHVELPQDEAQIAAWLAVNGPVAVAVDASSWMTYTGGVMTSCVSEQLDHGVLLVGYNDSAAVPYWIIKNSWTTQWGEEGYIRIAKGSNQCLVKEEASSAVVGGPGPTPEPTTTTTTSAPGPSPSYFVQMSCTDAACIVGCENVTLPTGQCLLTTSGVSAIVTCGAETLTEEVFLTSTHCSGPSVRSSVPLNKCNRLLRGSVEFFCGSSSSGRLADVDRQRRHQPYHSRHRRL. The pIC50 is 4.1. The compound is COc1cc2ncnc(Nc3ccc(F)c(Cl)c3)c2cc1OCCCN1CCOCC1. (3) The small molecule is CC(=O)NC(c1cccs1)c1cc(Br)c2cccnc2c1O. The target protein (P39655) has sequence MGRYRVRVVTGAWLFSGSLNLVRLWLVGEHREAKLELQLRPARGKEEEFDFDVPEDLGPLQFVKLHKQHTVVDDAWFCNLITVQGPGTSAEAVFPCYRWVQGEGILSLPEGTARLAGDNALDVFQKYREKELKERQQTYCWATWKEGLPQTIAADCKDDLPPNMRFHEEKRLDFEWTLKAGVLEMGLKRVYTLLRSWNHLEDFDQIFWGQKSALAEKVHQCWQEDELFGYQFLNGANPMLLRRSTSLPSRLVLPSGMEELQAQLEKELKNGSLFEADFILLDGIPANVIRGEPQYLAAPLVMLRMDPGGKLLPMAIQIQPPNPSSPAPTLFLPSDPPLAWLLAKIWVRNSDFQLQELQFHLLNTHLVAEVIAVATMRCLPGLHPIFKLLVPHIRYTMEINTRSRTQLISDGGIFDQVVSTGGGGHVQLLTRAVAQLTYHSLCPPDDLANRGLLRIPSALYARDALQLWEVTARYVKGMVHLFYQSDDIVRGDPELQAWCR.... The pIC50 is 4.8. (4) The drug is O=C1c2ccccc2SC(c2c(Cl)cccc2Cl)N1CCCCNc1ccnc2cc(Cl)ccc12. The target protein (P05227) has sequence MVSFSKNKVLSAAVFASVLLLDNNNSAFNNNLCSKNAKGLNLNKRLLHETQAHVDDAHHAHHVADAHHAHHAHHAADAHHAHHAADAHHAHHAADAHHAHHAADAHHAHHAADAHHAHHAADAHHAHHAADAHHAHHAADAHHAHHAADAHHAHHAAYAHHAHHASDAHHAADAHHAAYAHHAHHAADAHHAADAHHAAYAHHAHHAADAHHAADAHHATDAHHAHHAADAHHATDAHHAADAHHAADAHHATDAHHAADAHHATDAHHAADAHHAADAHHATDSHHAHHAADAHHAAAHHATDAHHAAAHHATDAHHAAAHHEAATHCLRH. The pIC50 is 6.0. (5) The drug is Clc1ccc(-c2n[nH]c(C3CCN(C4CCOCC4)CC3)c2-c2ccncn2)cc1. The target protein (Q15759) has sequence MSGPRAGFYRQELNKTVWEVPQRLQGLRPVGSGAYGSVCSAYDARLRQKVAVKKLSRPFQSLIHARRTYRELRLLKHLKHENVIGLLDVFTPATSIEDFSEVYLVTTLMGADLNNIVKCQALSDEHVQFLVYQLLRGLKYIHSAGIIHRDLKPSNVAVNEDCELRILDFGLARQADEEMTGYVATRWYRAPEIMLNWMHYNQTVDIWSVGCIMAELLQGKALFPGSDYIDQLKRIMEVVGTPSPEVLAKISSEHARTYIQSLPPMPQKDLSSIFRGANPLAIDLLGRMLVLDSDQRVSAAEALAHAYFSQYHDPEDEPEAEPYDESVEAKERTLEEWKELTYQEVLSFKPPEPPKPPGSLEIEQ. The pIC50 is 5.0. (6) The drug is CN1C(=O)[C@@]23C[C@]4([C@]56C[C@@]78SS[C@@](CO)(C(=O)N7[C@H]5Nc5ccccc56)N(C)C8=O)c5ccccc5N[C@@H]4N2C(=O)[C@]1(CO)SS3. The target protein (Q9VFK6) has sequence MIMVRRRQRPAKEAASSSSGGASSGSGIPVDQALPLNVAGNLLEDQYFASPKRKDCRLMKVTQNGQLPEATMMAHNKDNKAGRTIGVPLATRSQTRTIENFFKANAAAKDSQKTIHTEEQLNLGNQELKLDDEELNGQIKLDDEVLKLADKQINENLPFADEVDAKAEQKLMDEELQQVVEELLFDGSSRASSNSPFYQHDMDVMQEIQQTPEIPHIKKVTEPLEGLGSLADFQTHRSALRDSHSSTHSSSTDNIFLQEPVLTLDIDRTPTKASSIKINRSFELAGAVFSSPPSVLNACLNGRFNQIVSLNGQKEALDLPHFDLDQHDSSSCDSGVACGLTANTESPAGQPRRRKPATPHRILCPSPIKTALKVTGGICKVGSADPLSPRKSPRKLPTTTAAVAACKSRRRLNQPKPQAPYQPQLQKPPSQQQQQQQDDIVVVLDDDDDEGDDEDDVRALIKAAEERENQNKAPATANSNKAGMKTMLKPAPVKSKTKSK.... The pIC50 is 4.0. (7) The drug is Cc1ccc(CC2CCCc3c(C=O)nn(-c4ccc(F)cc4)c32)cc1. The target protein (P06186) has sequence MTELKAKEPRAPHVAGGAPSPTEVGSQLLGRPDPGPFQGSQTSEASSVVSAIPISLDGLLFPRPCQGQNPPDGKTQDPPSLSDVEGAFPGVEAPEGAGDSSSRPPEKDSGLLDSVLDTLLAPSGPGQSHASPATCEAISPWCLFGPDLPEDPRAAPATKGVLAPLMSRPEDKAGDSSGTAAAHKVLPRGLSPSRQLLLPSSGSPHWPAVKPSPQPAAVQVDEEDSSESEGTVGPLLKGQPRALGGTAAGGGAAPVASGAAAGGVALVPKEDSRFSAPRVSLAEQDAPVAPGRSPLATSVVDFIHVPILPLNHAFLATRTRQLLEGESYDGGAAAASPFVPQRGSPSASSTPVAGGDFPDCTYPPDAEPKDDAFPLYGDFQPPALKIKEEEEAAEAAARSPRTYLVAGANPAAFPDFQLAAPPPPSLPPRVPSSRPGEAAVAASPGSASVSSSSSSGSTLECILYKAEGAPPQQGPFAPLPCKPPGAGACLLPRDGLPSTS.... The pIC50 is 8.1. (8) The pIC50 is 5.1. The target protein sequence is MENFQKVEKIGEGTYGVVYKARNKLTGEVVALKKIRXDTETEGVPSTAIREISLLKELNHPNIVKLLDVIHTENKLYLVFEFLHQDLKKFMDASALTGIPLPLIKSYLFQLLQGLAFLHSHRVLHRDLKPQNLLINTEGAIKLADFGLARAFGVPVRTYTHEVVTLWYRAPEILLGCKYYSTAVDIWSLGCIFAEMVTRRALFPGDSEIDQLFRIFRTLGTPDEVVWPGVTSMPDYKPSFPKWARQDFSKVVPPLDEDGRSLLSQMLHYDPNKRISAKAALAHPFFQDVTKPVPHLRL. The drug is CN1CCN(Cc2ccc(NC(=O)Nc3ccc(Oc4ccnc(N)n4)cc3)cc2C(F)(F)F)CC1. (9) The compound is C[N+](C)(C)C[C@H](CC(=O)O)OC(=O)CCCCCO[N+](=O)[O-]. The pIC50 is 4.1. The target protein (O70594) has sequence MRDYDEVTAFLGEWGPFQRLIFFLLSASIIPNGFNGMSIVFLAGTPEHRCLVPHTVNLSSAWRNHSIPLETKDGRQVPQSCRRYRLATIANFSALGLEPGRDVDLEQLEQENCLDGWEYNKDVFLSTIVTEWDLVCKDDWKAPLTTSLFFVGVLMGSFISGQLSDRFGRKNVLFLTMGMQTGFSFLQLFSVNFEMFTVLFVLVGMGQISNYVAAFVLGTEILSKSIRIIFATLGVCIFYAFGFMVLPLFAYFIRDWRMLLLALTVPGVLCGALWWFIPESPRWLISQGRVKEAEVIIRKAAKFNGIVAPSTIFDPSELQDLNSKKPQSHHIYDLVRTRNIRIITIMSIILWLTISVGYFGLSLDTPNLHGDIYVNCFLLAAVEVPAYVLAWLLLQHLPRRYSISAALFLGGSVLLFIQLVPSELFYLSTALVMVGKFGITSAYSMVYVYTAELYPTVVRNMGVGVSSTASRLGSILSPYFVYLGAYDRFLPYILMGSLTI.... (10) The compound is CC(O)CNC(=O)c1cnccc1Nc1cc(-c2ccccc2)ncc1C(C)C. The target protein (P36898) has sequence MLLRSSGKLNVGTKKEDGESTAPTPRPKILRCKCHHHCPEDSVNNICSTDGYCFTMIEEDDSGMPVVTSGCLGLEGSDFQCRDTPIPHQRRSIECCTERNECNKDLHPTLPPLKDRDFVDGPIHHKALLISVTVCSLLLVLIILFCYFRYKRQEARPRYSIGLEQDETYIPPGESLRDLIEQSQSSGSGSGLPLLVQRTIAKQIQMVKQIGKGRYGEVWMGKWRGEKVAVKVFFTTEEASWFRETEIYQTVLMRHENILGFIAADIKGTGSWTQLYLITDYHENGSLYDYLKSTTLDAKSMLKLAYSSVSGLCHLHTEIFSTQGKPAIAHRDLKSKNILVKKNGTCCIADLGLAVKFISDTNEVDIPPNTRVGTKRYMPPEVLDESLNRNHFQSYIMADMYSFGLILWEIARRCVSGGIVEEYQLPYHDLVPSDPSYEDMREIVCMKKLRPSFPNRWSSDECLRQMGKLMTECWAQNPASRLTALRVKKTLAKMSESQDI.... The pIC50 is 3.0.